Dataset: Full USPTO retrosynthesis dataset with 1.9M reactions from patents (1976-2016). Task: Predict the reactants needed to synthesize the given product. (1) Given the product [CH3:20][N:19]([CH3:23])[C:14](=[O:15])[C:13]([C:10]1[CH:11]=[CH:12][C:7]([C:5](=[O:6])[CH2:4][CH2:3][CH2:2][Cl:1])=[CH:8][CH:9]=1)([CH3:18])[CH3:17], predict the reactants needed to synthesize it. The reactants are: [Cl:1][CH2:2][CH2:3][CH2:4][C:5]([C:7]1[CH:12]=[CH:11][C:10]([C:13]([CH3:18])([CH3:17])[C:14](O)=[O:15])=[CH:9][CH:8]=1)=[O:6].[N:19]1(C(N)=O)[CH2:23]CC[CH2:20]1. (2) Given the product [CH:28]1([CH2:27][N:23]2[CH2:22][CH2:21][C@@:18]34[C:19]5[CH:20]=[C:7]([O:6][S:3]([C:2]([F:1])([F:24])[F:25])(=[O:5])=[O:4])[CH:8]=[CH:9][C:10]=5[CH2:11][C@@H:12]2[C@@H:13]3[CH2:14][CH2:15][CH2:16][CH2:17]4)[CH2:30][CH2:29]1, predict the reactants needed to synthesize it. The reactants are: [F:1][C:2]([F:25])([F:24])[S:3]([O:6][C:7]1[CH:8]=[CH:9][C:10]2[CH2:11][C@H:12]3[NH:23][CH2:22][CH2:21][C@@:18]4([C:19]=2[CH:20]=1)[C@H:13]3[CH2:14][CH2:15][CH2:16][CH2:17]4)(=[O:5])=[O:4].Br[CH2:27][CH:28]1[CH2:30][CH2:29]1. (3) Given the product [NH2:37][C:32]1[CH:33]=[CH:34][CH:35]=[CH:36][C:31]=1[O:30][C:27]1[CH:26]=[CH:25][C:24]([C:16]2[C:17]3[C:18](=[N:19][CH:20]=[N:21][C:22]=3[NH2:23])[N:14]([C@H:11]3[CH2:12][CH2:13][C@@H:8]([N:5]4[CH2:6][CH2:7][N:2]([CH3:1])[CH2:3][CH2:4]4)[CH2:9][CH2:10]3)[N:15]=2)=[CH:29][CH:28]=1, predict the reactants needed to synthesize it. The reactants are: [CH3:1][N:2]1[CH2:7][CH2:6][N:5]([C@@H:8]2[CH2:13][CH2:12][C@H:11]([N:14]3[C:18]4=[N:19][CH:20]=[N:21][C:22]([NH2:23])=[C:17]4[C:16]([C:24]4[CH:29]=[CH:28][C:27]([O:30][C:31]5[CH:36]=[CH:35][CH:34]=[CH:33][C:32]=5[N+:37]([O-])=O)=[CH:26][CH:25]=4)=[N:15]3)[CH2:10][CH2:9]2)[CH2:4][CH2:3]1.C(O)(=O)C.